The task is: Regression/Classification. Given a drug SMILES string, predict its absorption, distribution, metabolism, or excretion properties. Task type varies by dataset: regression for continuous measurements (e.g., permeability, clearance, half-life) or binary classification for categorical outcomes (e.g., BBB penetration, CYP inhibition). Dataset: cyp2d6_veith.. This data is from CYP2D6 inhibition data for predicting drug metabolism from PubChem BioAssay. (1) The molecule is O=C(c1cnccn1)N1CCC2(CC1)CCN(c1ncccn1)CC2. The result is 0 (non-inhibitor). (2) The molecule is O=C(Nc1ccccc1N1CCN(C(=O)c2ccccc2)CC1)c1cc(Br)ccc1Cl. The result is 0 (non-inhibitor). (3) The drug is CCOC(=O)c1cc2c(C(F)(F)F)cc(-c3ccccc3)nc2o1. The result is 0 (non-inhibitor). (4) The compound is CCOC(=O)CCN1C(=O)[C@H]2CC[C@@H]3/C(=N\NC(=O)OCc4ccc(OC)cc4)C[C@@H](O)[C@@H](O)[C@@H]3[C@@H]2C1=O. The result is 0 (non-inhibitor).